From a dataset of Full USPTO retrosynthesis dataset with 1.9M reactions from patents (1976-2016). Predict the reactants needed to synthesize the given product. Given the product [CH3:1][O:2][C:3]1[CH:8]=[C:7]([CH3:9])[C:6]([S:10]([N:13]([CH2:15][C:16]2[O:20][CH:19]=[C:18]([C:21]([NH:53][CH2:52][CH2:51][C:48]3[CH:49]=[CH:50][C:45]([C:42]4[NH:43][CH2:44][CH:40]([CH3:39])[N:41]=4)=[CH:46][CH:47]=3)=[O:23])[CH:17]=2)[CH3:14])(=[O:12])=[O:11])=[C:5]([CH3:24])[CH:4]=1, predict the reactants needed to synthesize it. The reactants are: [CH3:1][O:2][C:3]1[CH:8]=[C:7]([CH3:9])[C:6]([S:10]([N:13]([CH2:15][C:16]2[O:20][CH:19]=[C:18]([C:21]([OH:23])=O)[CH:17]=2)[CH3:14])(=[O:12])=[O:11])=[C:5]([CH3:24])[CH:4]=1.C1N=CN(C(N2C=NC=C2)=O)C=1.Cl.Cl.[CH3:39][CH:40]1[CH2:44][NH:43][C:42]([C:45]2[CH:50]=[CH:49][C:48]([CH2:51][CH2:52][NH2:53])=[CH:47][CH:46]=2)=[N:41]1.CCN(C(C)C)C(C)C.